Dataset: Full USPTO retrosynthesis dataset with 1.9M reactions from patents (1976-2016). Task: Predict the reactants needed to synthesize the given product. (1) Given the product [NH:36]1[C:37]2[C:33](=[CH:32][CH:31]=[C:30]([N:22]3[C@@H:23]4[C@@H:28]([CH2:27][CH2:26][CH2:25][CH2:24]4)[NH:29][C:20]([CH3:49])([CH3:19])[CH2:21]3)[CH:38]=2)[CH:34]=[CH:35]1, predict the reactants needed to synthesize it. The reactants are: [F-].C([N+](CCCC)(CCCC)CCCC)CCC.[CH3:19][C:20]1([CH3:49])[NH:29][C@H:28]2[C@H:23]([CH2:24][CH2:25][CH2:26][CH2:27]2)[N:22]([C:30]2[CH:38]=[C:37]3[C:33]([CH:34]=[CH:35][N:36]3[Si](C(C)C)(C(C)C)C(C)C)=[CH:32][CH:31]=2)[CH2:21]1. (2) Given the product [F:27][C:25]1[CH:26]=[C:21]([CH:22]=[C:23]([F:28])[CH:24]=1)[CH2:20][NH:19][C:11]1[CH:10]=[C:9]([NH:8][C:5]2[CH:4]=[CH:3][C:2]([NH:1][CH2:30][CH2:31][O:32][CH3:33])=[CH:7][CH:6]=2)[N:14]=[CH:13][C:12]=1[CH2:15][C:16]([NH2:18])=[O:17], predict the reactants needed to synthesize it. The reactants are: [NH2:1][C:2]1[CH:7]=[CH:6][C:5]([NH:8][C:9]2[N:14]=[CH:13][C:12]([CH2:15][C:16]([NH2:18])=[O:17])=[C:11]([NH:19][CH2:20][C:21]3[CH:26]=[C:25]([F:27])[CH:24]=[C:23]([F:28])[CH:22]=3)[CH:10]=2)=[CH:4][CH:3]=1.Br[CH2:30][CH2:31][O:32][CH3:33].O.CO. (3) Given the product [C:2](/[N:3]=[C:8](\[S:9][CH3:4])/[NH:7][C:10]1[CH:15]=[CH:14][C:13]([C:16]2[CH:17]=[CH:18][C:19]([S:22]([CH3:25])(=[O:24])=[O:23])=[CH:20][CH:21]=2)=[C:12]([C:26]([F:29])([F:27])[F:28])[CH:11]=1)#[N:1], predict the reactants needed to synthesize it. The reactants are: [N:1]#[C:2][NH2:3].[CH3:4][O-].[Na+].[N:7]([C:10]1[CH:15]=[CH:14][C:13]([C:16]2[CH:21]=[CH:20][C:19]([S:22]([CH3:25])(=[O:24])=[O:23])=[CH:18][CH:17]=2)=[C:12]([C:26]([F:29])([F:28])[F:27])[CH:11]=1)=[C:8]=[S:9].CI. (4) The reactants are: [CH2:1]([O:8][N:9]1[C:14]2[N:15]=[CH:16][N:17]=[CH:18][C:13]=2[C:12](O)=[C:11]([C:20]([NH2:22])=O)[C:10]1=[O:23])[C:2]1[CH:7]=[CH:6][CH:5]=[CH:4][CH:3]=1.C([N:26]([CH2:29][CH3:30])CC)C. Given the product [CH2:29]([NH:26][C:12]1[C:13]2[CH:18]=[N:17][CH:16]=[N:15][C:14]=2[N:9]([O:8][CH2:1][C:2]2[CH:7]=[CH:6][CH:5]=[CH:4][CH:3]=2)[C:10](=[O:23])[C:11]=1[C:20]#[N:22])[C:30]1[CH:6]=[CH:7][CH:2]=[CH:3][CH:4]=1, predict the reactants needed to synthesize it.